From a dataset of Full USPTO retrosynthesis dataset with 1.9M reactions from patents (1976-2016). Predict the reactants needed to synthesize the given product. (1) Given the product [C:25]([NH:24][C:10]1[S:11][CH2:12][C@@H:13]2[CH2:14][N:15]([C:17]([O:19][C:20]([CH3:23])([CH3:22])[CH3:21])=[O:18])[CH2:16][C@:8]2([C:4]2[CH:5]=[CH:6][CH:7]=[C:2]([NH:1][C:40]([C:37]3[CH:36]=[CH:35][C:34]([F:33])=[CH:39][N:38]=3)=[O:41])[CH:3]=2)[N:9]=1)(=[O:32])[C:26]1[CH:27]=[CH:28][CH:29]=[CH:30][CH:31]=1, predict the reactants needed to synthesize it. The reactants are: [NH2:1][C:2]1[CH:3]=[C:4]([C@:8]23[CH2:16][N:15]([C:17]([O:19][C:20]([CH3:23])([CH3:22])[CH3:21])=[O:18])[CH2:14][C@H:13]2[CH2:12][S:11][C:10]([NH:24][C:25](=[O:32])[C:26]2[CH:31]=[CH:30][CH:29]=[CH:28][CH:27]=2)=[N:9]3)[CH:5]=[CH:6][CH:7]=1.[F:33][C:34]1[CH:35]=[CH:36][C:37]([C:40](O)=[O:41])=[N:38][CH:39]=1.O.ON1C2C=CC=CC=2N=N1.Cl.CN(C)C(C)CN=C=NCC.C(N(C(C)C)CC)(C)C. (2) Given the product [F:13][C:8]1[CH:9]=[CH:10][CH:11]=[CH:12][C:7]=1[C:6]1[O:5][C:4]([CH:14]=[O:15])=[CH:3][C:2]=1[S:22][C:16]1[CH:21]=[CH:20][CH:19]=[CH:18][CH:17]=1, predict the reactants needed to synthesize it. The reactants are: Br[C:2]1[CH:3]=[C:4]([CH:14]=[O:15])[O:5][C:6]=1[C:7]1[CH:12]=[CH:11][CH:10]=[CH:9][C:8]=1[F:13].[C:16]1([SH:22])[CH:21]=[CH:20][CH:19]=[CH:18][CH:17]=1.C(=O)([O-])[O-].[K+].[K+].O.